Dataset: Catalyst prediction with 721,799 reactions and 888 catalyst types from USPTO. Task: Predict which catalyst facilitates the given reaction. (1) Reactant: [CH2:1]([O:8][CH2:9][C@@H:10]([C:13]1[CH:18]=[CH:17][C:16]([Br:19])=[CH:15][C:14]=1[CH3:20])[CH2:11][OH:12])[C:2]1[CH:7]=[CH:6][CH:5]=[CH:4][CH:3]=1.CC(OI1(OC(C)=O)(OC(C)=O)OC(=O)C2C=CC=CC1=2)=O. Product: [CH2:1]([O:8][CH2:9][C@@H:10]([C:13]1[CH:18]=[CH:17][C:16]([Br:19])=[CH:15][C:14]=1[CH3:20])[CH:11]=[O:12])[C:2]1[CH:3]=[CH:4][CH:5]=[CH:6][CH:7]=1. The catalyst class is: 4. (2) Reactant: [Cl:1][CH2:2][CH2:3][CH2:4][Si:5](Cl)(Cl)Cl.[C:9](O)(=O)[CH2:10][CH2:11][CH2:12][CH2:13][CH2:14][CH2:15][CH2:16][CH2:17][CH2:18][CH2:19][CH2:20][CH2:21][CH2:22][CH2:23][CH3:24]. Product: [Cl:1][CH2:2][CH2:3][CH2:4][Si:5]([CH2:24][CH2:23][CH2:22][CH2:21][CH2:20][CH2:19][CH2:18][CH2:17][CH2:16][CH2:15][CH2:14][CH2:13][CH2:12][CH2:11][CH2:10][CH3:9])([CH2:24][CH2:23][CH2:22][CH2:21][CH2:20][CH2:19][CH2:18][CH2:17][CH2:16][CH2:15][CH2:14][CH2:13][CH2:12][CH2:11][CH2:10][CH3:9])[CH2:9][CH2:10][CH2:11][CH2:12][CH2:13][CH2:14][CH2:15][CH2:16][CH2:17][CH2:18][CH2:19][CH2:20][CH2:21][CH2:22][CH2:23][CH3:24]. The catalyst class is: 11. (3) Reactant: [F:1][CH:2]([F:13])[C:3]1[N:4]=[C:5]([C:8](OCC)=[O:9])[S:6][CH:7]=1.[BH4-].[Na+]. Product: [F:1][CH:2]([F:13])[C:3]1[N:4]=[C:5]([CH2:8][OH:9])[S:6][CH:7]=1. The catalyst class is: 5. (4) Reactant: O=[C:2]([C:32]1[CH:37]=[CH:36][CH:35]=[CH:34][CH:33]=1)[CH2:3][NH:4][C:5]([C:7]1[N:8]=[N:9][C:10]([N:13]2[CH2:18][CH2:17][N:16]([C:19](=[O:31])[C:20]3[CH:25]=[C:24]([F:26])[CH:23]=[CH:22][C:21]=3[C:27]([F:30])([F:29])[F:28])[CH2:15][CH2:14]2)=[CH:11][CH:12]=1)=[O:6]. Product: [F:26][C:24]1[CH:23]=[CH:22][C:21]([C:27]([F:29])([F:28])[F:30])=[C:20]([C:19]([N:16]2[CH2:17][CH2:18][N:13]([C:10]3[N:9]=[N:8][C:7]([C:5]4[O:6][C:2]([C:32]5[CH:33]=[CH:34][CH:35]=[CH:36][CH:37]=5)=[CH:3][N:4]=4)=[CH:12][CH:11]=3)[CH2:14][CH2:15]2)=[O:31])[CH:25]=1. The catalyst class is: 65. (5) Reactant: [Cl:1][C:2]1[N:3]=[C:4](Cl)[C:5]2[S:10][CH:9]=[C:8]([CH3:11])[C:6]=2[N:7]=1.[CH2:13]([NH2:18])[CH2:14][CH2:15][CH2:16][CH3:17]. Product: [Cl:1][C:2]1[N:3]=[C:4]([NH:18][CH2:13][CH2:14][CH2:15][CH2:16][CH3:17])[C:5]2[S:10][CH:9]=[C:8]([CH3:11])[C:6]=2[N:7]=1. The catalyst class is: 3. (6) Reactant: C(=O)([O-])[O-].[Cs+].[Cs+].Cl[CH2:8][C:9]1[S:10][C:11]([CH:14]2[CH2:16][CH2:15]2)=[N:12][N:13]=1.[C:17]([O:21][C:22]([NH:24][CH2:25][CH2:26][CH2:27][CH2:28][C:29]([C:40]1[N:41]=[CH:42][NH:43][CH:44]=1)([C:35]([O:37][CH2:38][CH3:39])=[O:36])[C:30]([O:32][CH2:33][CH3:34])=[O:31])=[O:23])([CH3:20])([CH3:19])[CH3:18]. Product: [C:17]([O:21][C:22]([NH:24][CH2:25][CH2:26][CH2:27][CH2:28][C:29]([C:40]1[N:41]=[CH:42][N:43]([CH2:8][C:9]2[S:10][C:11]([CH:14]3[CH2:16][CH2:15]3)=[N:12][N:13]=2)[CH:44]=1)([C:35]([O:37][CH2:38][CH3:39])=[O:36])[C:30]([O:32][CH2:33][CH3:34])=[O:31])=[O:23])([CH3:19])([CH3:20])[CH3:18]. The catalyst class is: 3. (7) Reactant: [CH3:1][N:2]1[C:6](=[O:7])[CH:5]=[CH:4][NH:3]1.O(Cl)S[Cl:10].[CH3:12][N:13]([CH3:16])[CH:14]=O. Product: [Cl-:10].[OH:7][C:6]1[N:2]([CH3:1])[N:3]=[CH:4][C:5]=1[CH:12]=[N+:13]([CH3:16])[CH3:14]. The catalyst class is: 8. (8) Reactant: [C:1]([O:5][C:6]([NH:8][CH:9]([C:13]1[CH:18]=[CH:17][C:16]([O:19][CH3:20])=[CH:15][CH:14]=1)[C:10]([OH:12])=[O:11])=[O:7])([CH3:4])([CH3:3])[CH3:2].C(=NC1CCCCC1)=NC1CCCCC1.N1(O)C2C=CC=CC=2N=N1.[N:46]12[CH2:53][CH2:52][CH:49]([CH2:50][CH2:51]1)[C@@H:48](O)[CH2:47]2. Product: [C:1]([O:5][C:6]([NH:8][CH:9]([C:13]1[CH:18]=[CH:17][C:16]([O:19][CH3:20])=[CH:15][CH:14]=1)[C:10]([O:12][C@@H:48]1[CH:49]2[CH2:52][CH2:53][N:46]([CH2:51][CH2:50]2)[CH2:47]1)=[O:11])=[O:7])([CH3:4])([CH3:3])[CH3:2]. The catalyst class is: 1.